Regression. Given a peptide amino acid sequence and an MHC pseudo amino acid sequence, predict their binding affinity value. This is MHC class I binding data. From a dataset of Peptide-MHC class I binding affinity with 185,985 pairs from IEDB/IMGT. (1) The peptide sequence is EAVEDERFW. The MHC is HLA-B57:01 with pseudo-sequence HLA-B57:01. The binding affinity (normalized) is 0.590. (2) The peptide sequence is IMRMCHEGIN. The MHC is H-2-Db with pseudo-sequence H-2-Db. The binding affinity (normalized) is 0. (3) The peptide sequence is KMDVTPLDY. The MHC is HLA-A24:03 with pseudo-sequence HLA-A24:03. The binding affinity (normalized) is 0.0847. (4) The binding affinity (normalized) is 0.794. The peptide sequence is MGLIFNRM. The MHC is H-2-Kb with pseudo-sequence H-2-Kb. (5) The peptide sequence is DELWRGLLA. The MHC is HLA-B57:01 with pseudo-sequence HLA-B57:01. The binding affinity (normalized) is 0.0847. (6) The peptide sequence is ISLNKYYNLTM. The MHC is Mamu-B01 with pseudo-sequence Mamu-B01. The binding affinity (normalized) is 0. (7) The peptide sequence is VVVLYSPL. The MHC is H-2-Kb with pseudo-sequence H-2-Kb. The binding affinity (normalized) is 0.876. (8) The binding affinity (normalized) is 0.149. The peptide sequence is YTPLMETHL. The MHC is HLA-A02:01 with pseudo-sequence HLA-A02:01.